From a dataset of Forward reaction prediction with 1.9M reactions from USPTO patents (1976-2016). Predict the product of the given reaction. (1) Given the reactants [CH3:1][O:2][C:3]([C:5]1[N:13]=[C:12]2[C:8]([N:9]=[CH:10][N:11]2[C@@H:14]2[CH2:18][C@H:17]([OH:19])[CH:16]=[CH:15]2)=[C:7]([NH:20][C@H:21]([CH2:29][OH:30])[CH2:22][C:23]2[CH:28]=[CH:27][CH:26]=[CH:25][CH:24]=2)[N:6]=1)=[O:4].N1C=CC=CC=1.Cl[C:38]([O:40][CH2:41][CH3:42])=[O:39].Cl, predict the reaction product. The product is: [CH3:1][O:2][C:3]([C:5]1[N:13]=[C:12]2[C:8]([N:9]=[CH:10][N:11]2[C@@H:14]2[CH2:18][C@H:17]([O:19][C:38]([O:40][CH2:41][CH3:42])=[O:39])[CH:16]=[CH:15]2)=[C:7]([NH:20][C@H:21]([CH2:29][OH:30])[CH2:22][C:23]2[CH:24]=[CH:25][CH:26]=[CH:27][CH:28]=2)[N:6]=1)=[O:4]. (2) Given the reactants C(N(CC)CC)C.[CH:8]1([C:12](Cl)=[O:13])[CH2:11][CH2:10][CH2:9]1.[CH3:15][C:16]1([CH3:42])[CH2:25][CH2:24][C:23]([CH3:27])([CH3:26])[C:22]2[CH:21]=[C:20]([C:28]3[N:29]=[C:30]([CH2:33][CH2:34][C:35]4[CH:40]=[CH:39][C:38]([NH2:41])=[CH:37][CH:36]=4)[O:31][CH:32]=3)[CH:19]=[CH:18][C:17]1=2, predict the reaction product. The product is: [CH3:15][C:16]1([CH3:42])[CH2:25][CH2:24][C:23]([CH3:26])([CH3:27])[C:22]2[CH:21]=[C:20]([C:28]3[N:29]=[C:30]([CH2:33][CH2:34][C:35]4[CH:36]=[CH:37][C:38]([NH:41][C:12]([CH:8]5[CH2:11][CH2:10][CH2:9]5)=[O:13])=[CH:39][CH:40]=4)[O:31][CH:32]=3)[CH:19]=[CH:18][C:17]1=2. (3) Given the reactants [CH3:1][O:2][C:3]1[CH:8]=[C:7]([NH:9][C:10]2[C:11]3[CH:18]=[C:17]([C:19]4[CH:24]=[CH:23][C:22]([CH2:25]Cl)=[CH:21][CH:20]=4)[NH:16][C:12]=3[N:13]=[CH:14][N:15]=2)[CH:6]=[CH:5][N:4]=1.[NH:27]1[CH2:32][CH2:31][O:30][CH2:29][CH2:28]1.[Na+].[I-], predict the reaction product. The product is: [CH3:1][O:2][C:3]1[CH:8]=[C:7]([NH:9][C:10]2[C:11]3[CH:18]=[C:17]([C:19]4[CH:24]=[CH:23][C:22]([CH2:25][N:27]5[CH2:32][CH2:31][O:30][CH2:29][CH2:28]5)=[CH:21][CH:20]=4)[NH:16][C:12]=3[N:13]=[CH:14][N:15]=2)[CH:6]=[CH:5][N:4]=1.